From a dataset of Full USPTO retrosynthesis dataset with 1.9M reactions from patents (1976-2016). Predict the reactants needed to synthesize the given product. The reactants are: [CH3:1][O:2][CH2:3][CH2:4][O:5][C:6]1[CH:11]=[CH:10][C:9]([N+:12]([O-])=O)=[CH:8][CH:7]=1.[NH4+].[Cl-]. Given the product [CH3:1][O:2][CH2:3][CH2:4][O:5][C:6]1[CH:11]=[CH:10][C:9]([NH2:12])=[CH:8][CH:7]=1, predict the reactants needed to synthesize it.